Dataset: Catalyst prediction with 721,799 reactions and 888 catalyst types from USPTO. Task: Predict which catalyst facilitates the given reaction. Reactant: [C:1]([O:5][C:6]([N:8]1[CH2:13][CH2:12][CH:11]([NH:14][C:15]2[CH:20]=[CH:19][CH:18]=[CH:17][C:16]=2[CH2:21]O)[CH2:10][CH2:9]1)=[O:7])([CH3:4])([CH3:3])[CH3:2].[C:23]1(=[O:33])[NH:27][C:26](=[O:28])[C:25]2=[CH:29][CH:30]=[CH:31][CH:32]=[C:24]12.C1(P(C2C=CC=CC=2)C2C=CC=CC=2)C=CC=CC=1.N(C(OCC)=O)=NC(OCC)=O. Product: [C:1]([O:5][C:6]([N:8]1[CH2:9][CH2:10][CH:11]([NH:14][C:15]2[CH:20]=[CH:19][CH:18]=[CH:17][C:16]=2[CH2:21][N:27]2[C:23](=[O:33])[C:24]3=[CH:32][CH:31]=[CH:30][CH:29]=[C:25]3[C:26]2=[O:28])[CH2:12][CH2:13]1)=[O:7])([CH3:4])([CH3:3])[CH3:2]. The catalyst class is: 30.